From a dataset of Catalyst prediction with 721,799 reactions and 888 catalyst types from USPTO. Predict which catalyst facilitates the given reaction. Reactant: Br[C:2]1[CH:7]=[CH:6][C:5]([C:8]2[N:9]([CH2:15][CH:16]3[CH2:20][CH2:19][N:18]([C:21]([CH:23]4[CH2:25][CH2:24]4)=[O:22])[CH2:17]3)[C:10]([CH3:14])=[C:11]([CH3:13])[N:12]=2)=[CH:4][CH:3]=1.[OH:26][C:27]1[CH:28]=[C:29](B(O)O)[CH:30]=[CH:31][CH:32]=1.C([O-])([O-])=O.[Na+].[Na+]. Product: [CH:23]1([C:21]([N:18]2[CH2:19][CH2:20][CH:16]([CH2:15][N:9]3[C:10]([CH3:14])=[C:11]([CH3:13])[N:12]=[C:8]3[C:5]3[CH:6]=[CH:7][C:2]([C:31]4[CH:30]=[CH:29][CH:28]=[C:27]([OH:26])[CH:32]=4)=[CH:3][CH:4]=3)[CH2:17]2)=[O:22])[CH2:25][CH2:24]1. The catalyst class is: 70.